The task is: Predict which catalyst facilitates the given reaction.. This data is from Catalyst prediction with 721,799 reactions and 888 catalyst types from USPTO. (1) Reactant: [F:1][C:2]1[CH:3]=[C:4]([N:8]2[C:12]3([CH2:17][CH2:16][NH:15][C@@H:14]([CH3:18])[CH2:13]3)[CH2:11][NH:10][S:9]2(=[O:20])=[O:19])[CH:5]=[CH:6][CH:7]=1.[CH:21]([O:24][C:25]1[CH:26]=[C:27]([CH:30]=[CH:31][CH:32]=1)[CH:28]=O)([CH3:23])[CH3:22].C(O)(=O)C.C(O[BH-](OC(=O)C)OC(=O)C)(=O)C.[Na+]. Product: [F:1][C:2]1[CH:3]=[C:4]([N:8]2[C@:12]3([CH2:17][CH2:16][N:15]([CH2:28][C:27]4[CH:30]=[CH:31][CH:32]=[C:25]([O:24][CH:21]([CH3:23])[CH3:22])[CH:26]=4)[C@@H:14]([CH3:18])[CH2:13]3)[CH2:11][NH:10][S:9]2(=[O:20])=[O:19])[CH:5]=[CH:6][CH:7]=1. The catalyst class is: 68. (2) Reactant: [CH2:1](Br)[C:2]1[CH:7]=[CH:6][CH:5]=[CH:4][CH:3]=1.[F:9][C:10]1[CH:11]=[C:12]([OH:19])[CH:13]=[CH:14][C:15]=1[N+:16]([O-:18])=[O:17].C(=O)([O-])[O-].[K+].[K+].[Cl-].[Na+]. Product: [CH2:1]([O:19][C:12]1[CH:13]=[CH:14][C:15]([N+:16]([O-:18])=[O:17])=[C:10]([F:9])[CH:11]=1)[C:2]1[CH:7]=[CH:6][CH:5]=[CH:4][CH:3]=1. The catalyst class is: 9. (3) Reactant: [O:1]1[CH2:3][CH:2]1[C:4]1[CH:5]=[CH:6][C:7]2[C:8]3[CH2:17][CH2:16][CH2:15][C:9]=3[C:10](=[O:14])[NH:11][C:12]=2[CH:13]=1.[Mg].C(O)(=O)C.Cl. Product: [OH:1][CH2:3][CH2:2][C:4]1[CH:5]=[CH:6][C:7]2[CH:8]3[CH2:17][CH2:16][CH2:15][CH:9]3[C:10](=[O:14])[NH:11][C:12]=2[CH:13]=1. The catalyst class is: 5. (4) Reactant: [NH2:1][C:2]1[CH:7]=[C:6]([Cl:8])[N:5]=[C:4]([Cl:9])[N:3]=1.[Br:10]N1C(=O)CCC1=O.O. Product: [Br:10][C:7]1[C:2]([NH2:1])=[N:3][C:4]([Cl:9])=[N:5][C:6]=1[Cl:8]. The catalyst class is: 3.